From a dataset of Forward reaction prediction with 1.9M reactions from USPTO patents (1976-2016). Predict the product of the given reaction. (1) Given the reactants [CH:1]1[N:5]=[C:4]2[C:6]([N:8]=[CH:9][NH:10][N:3]2[CH:2]=1)=O.P(Cl)(Cl)([Cl:13])=O, predict the reaction product. The product is: [CH:1]1[N:5]=[C:4]2[C:6]([Cl:13])=[N:8][CH:9]=[N:10][N:3]2[CH:2]=1. (2) Given the reactants [F:1][C:2]1[CH:3]=[C:4]([C@H:8]2[CH2:17][CH2:16][CH2:15][C@@H:14]3[N:9]2[C:10](=[O:18])[CH2:11][CH:12]=[CH:13]3)[CH:5]=[CH:6][CH:7]=1.[H][H], predict the reaction product. The product is: [F:1][C:2]1[CH:3]=[C:4]([C@H:8]2[CH2:17][CH2:16][CH2:15][C@@H:14]3[N:9]2[C:10](=[O:18])[CH2:11][CH2:12][CH2:13]3)[CH:5]=[CH:6][CH:7]=1.